This data is from hERG potassium channel inhibition data for cardiac toxicity prediction from Karim et al.. The task is: Regression/Classification. Given a drug SMILES string, predict its toxicity properties. Task type varies by dataset: regression for continuous values (e.g., LD50, hERG inhibition percentage) or binary classification for toxic/non-toxic outcomes (e.g., AMES mutagenicity, cardiotoxicity, hepatotoxicity). Dataset: herg_karim. The molecule is O=c1ccc2ncc(F)c3c2n1C[C@@]3(O)CC12CCC(NCc3cc4c(cn3)S(=O)(=O)CCO4)(CC1)CO2. The result is 0 (non-blocker).